Dataset: Forward reaction prediction with 1.9M reactions from USPTO patents (1976-2016). Task: Predict the product of the given reaction. (1) Given the reactants C(OC([N:8]1[CH2:11][C:10]2([CH2:14][N:13]([C:15]3([C:27]4[CH:32]=[C:31]([O:33][CH3:34])[CH:30]=[CH:29][C:28]=4[O:35][CH2:36][CH3:37])[C:23]4[C:18](=[CH:19][CH:20]=[C:21]([C:24]#[N:25])[CH:22]=4)[NH:17][C:16]3=[O:26])[CH2:12]2)[CH2:9]1)=O)(C)(C)C.C(O)(C(F)(F)F)=O, predict the reaction product. The product is: [CH2:9]1[C:10]2([CH2:12][N:13]([C:15]3([C:27]4[CH:32]=[C:31]([O:33][CH3:34])[CH:30]=[CH:29][C:28]=4[O:35][CH2:36][CH3:37])[C:23]4[C:18](=[CH:19][CH:20]=[C:21]([C:24]#[N:25])[CH:22]=4)[NH:17][C:16]3=[O:26])[CH2:14]2)[CH2:11][NH:8]1. (2) Given the reactants [C:1](=[O:26])([O:14][CH2:15][CH2:16][CH2:17][S:18][S:19][C:20]1[CH:25]=[CH:24][CH:23]=[CH:22]N=1)[O:2][C:3]1[CH:13]=[CH:12][C:6]2[N:7]=[C:8]([C:10]#[N:11])[S:9][C:5]=2[CH:4]=1.[CH3:27][O:28][C:29](=[O:46])[CH2:30][CH2:31][CH2:32][CH2:33][CH2:34][CH2:35][CH2:36][CH2:37][CH2:38][CH2:39]CCCCCS.C(N(CC)CC)C, predict the reaction product. The product is: [C:10]([C:8]1[S:9][C:5]2[CH:4]=[C:3]([O:2][C:1]([O:14][CH2:15][CH2:16][CH2:17][S:18][S:19][CH2:20][CH2:25][CH2:24][CH2:23][CH2:22][CH2:39][CH2:38][CH2:37][CH2:36][CH2:35][CH2:34][CH2:33][CH2:32][CH2:31][CH2:30][C:29]([O:28][CH3:27])=[O:46])=[O:26])[CH:13]=[CH:12][C:6]=2[N:7]=1)#[N:11].